From a dataset of Forward reaction prediction with 1.9M reactions from USPTO patents (1976-2016). Predict the product of the given reaction. (1) Given the reactants [CH:1]([O:3][CH2:4][CH3:5])=[CH2:2].[C:6]([C:9]1[C:18](=[O:19])[C:17]2[C:12](=[CH:13][CH:14]=[C:15]([Br:20])[CH:16]=2)[O:11][CH:10]=1)(=[O:8])[CH3:7], predict the reaction product. The product is: [Br:20][C:15]1[CH:14]=[CH:13][C:12]2[O:11][C@@H:10]3[CH2:2][C@H:1]([O:3][CH2:4][CH3:5])[O:8][C:6]([CH3:7])=[C:9]3[C:18](=[O:19])[C:17]=2[CH:16]=1. (2) Given the reactants [C:1]1([C:7]2([CH2:13][OH:14])[CH2:12][CH2:11][CH2:10][CH2:9][CH2:8]2)[CH:6]=[CH:5][CH:4]=[CH:3][CH:2]=1.[H-].[Na+].[Cl:17][C:18]1[C:23]([C:24]([F:27])([F:26])[F:25])=[C:22](Cl)[CH:21]=[CH:20][N:19]=1, predict the reaction product. The product is: [Cl:17][C:18]1[C:23]([C:24]([F:25])([F:26])[F:27])=[C:22]([O:14][CH2:13][C:7]2([C:1]3[CH:6]=[CH:5][CH:4]=[CH:3][CH:2]=3)[CH2:12][CH2:11][CH2:10][CH2:9][CH2:8]2)[CH:21]=[CH:20][N:19]=1. (3) Given the reactants [CH2:1]([O:8][C:9](=[O:42])[C@H:10]([NH:22][C:23](=[O:41])[C:24]1[CH:29]=[CH:28][C:27]([N:30]2[CH2:35][CH2:34][CH:33]([CH:36](OC)[O:37]C)[CH2:32][CH2:31]2)=[CH:26][CH:25]=1)[CH2:11][C:12]([O:14][CH2:15][C:16]1[CH:21]=[CH:20][CH:19]=[CH:18][CH:17]=1)=[O:13])[C:2]1[CH:7]=[CH:6][CH:5]=[CH:4][CH:3]=1.FC(F)(F)C(O)=O, predict the reaction product. The product is: [CH2:1]([O:8][C:9](=[O:42])[C@H:10]([NH:22][C:23](=[O:41])[C:24]1[CH:29]=[CH:28][C:27]([N:30]2[CH2:31][CH2:32][CH:33]([CH:36]=[O:37])[CH2:34][CH2:35]2)=[CH:26][CH:25]=1)[CH2:11][C:12]([O:14][CH2:15][C:16]1[CH:21]=[CH:20][CH:19]=[CH:18][CH:17]=1)=[O:13])[C:2]1[CH:7]=[CH:6][CH:5]=[CH:4][CH:3]=1. (4) Given the reactants [CH2:1]([N:8]([C@@H:14]([CH2:17][CH2:18][OH:19])[CH2:15][OH:16])[C:9](=[O:13])[CH:10](Cl)[CH3:11])[C:2]1[CH:7]=[CH:6][CH:5]=[CH:4][CH:3]=1.CC(C)([O-])C.[K+], predict the reaction product. The product is: [CH2:1]([N:8]1[C@@H:14]([CH2:17][CH2:18][OH:19])[CH2:15][O:16][CH:10]([CH3:11])[C:9]1=[O:13])[C:2]1[CH:7]=[CH:6][CH:5]=[CH:4][CH:3]=1. (5) Given the reactants Br[CH2:2][C:3]1[CH:12]=[C:11]2[C:6]([C:7]([Cl:14])=[CH:8][C:9]([Cl:13])=[N:10]2)=[CH:5][CH:4]=1.[CH3:15][O:16][C:17]([C:19]1([C:25]2[CH:30]=[C:29]([OH:31])[CH:28]=[C:27]([F:32])[CH:26]=2)[CH2:24][CH2:23][O:22][CH2:21][CH2:20]1)=[O:18].C(=O)([O-])[O-].[Cs+].[Cs+], predict the reaction product. The product is: [CH3:15][O:16][C:17]([C:19]1([C:25]2[CH:26]=[C:27]([F:32])[CH:28]=[C:29]([O:31][CH2:2][C:3]3[CH:12]=[C:11]4[C:6]([C:7]([Cl:14])=[CH:8][C:9]([Cl:13])=[N:10]4)=[CH:5][CH:4]=3)[CH:30]=2)[CH2:24][CH2:23][O:22][CH2:21][CH2:20]1)=[O:18].